The task is: Predict the product of the given reaction.. This data is from Forward reaction prediction with 1.9M reactions from USPTO patents (1976-2016). (1) Given the reactants [CH3:1][O:2][C:3](=[O:27])[C@H:4]([CH2:17][C:18]1[CH:23]=[CH:22][C:21]([N+:24]([O-:26])=[O:25])=[CH:20][CH:19]=1)[NH:5][C:6]([C:8]1([CH2:13][CH2:14][O:15][CH3:16])[CH2:12][CH2:11][CH2:10][CH2:9]1)=[O:7].[CH3:28]I, predict the reaction product. The product is: [CH3:1][O:2][C:3](=[O:27])[C@H:4]([CH2:17][C:18]1[CH:23]=[CH:22][C:21]([N+:24]([O-:26])=[O:25])=[CH:20][CH:19]=1)[N:5]([C:6]([C:8]1([CH2:13][CH2:14][O:15][CH3:16])[CH2:12][CH2:11][CH2:10][CH2:9]1)=[O:7])[CH3:28]. (2) The product is: [F:50][C:51]1[CH:59]=[CH:58][C:54]([C:55]2[C:14]([C:15]3[CH:20]=[CH:19][N:18]=[CH:17][N:16]=3)=[C:13]([CH:21]3[CH2:22][CH2:23][N:24]([C:27](=[O:29])[CH2:65][OH:64])[CH2:25][CH2:26]3)[NH:12][N:11]=2)=[CH:53][C:52]=1[C:60]([F:63])([F:62])[F:61]. Given the reactants CC1C=CC(S([NH:11][N:12]=[C:13]([CH:21]2[CH2:26][CH2:25][N:24]([C:27]([O:29]C(C)(C)C)=O)[CH2:23][CH2:22]2)[CH2:14][C:15]2[CH:20]=[CH:19][N:18]=[CH:17][N:16]=2)(=O)=O)=CC=1.CCN(CC)CC.CN(C1C=CC=CN=1)C.[F:50][C:51]1[CH:59]=[CH:58][C:54]([C:55](Cl)=O)=[CH:53][C:52]=1[C:60]([F:63])([F:62])[F:61].[O:64]1CCC[CH2:65]1, predict the reaction product. (3) The product is: [CH3:8][N:9]([C:10]1[S:14][C:13]([C:15]2[CH:16]=[N:17][CH:18]=[CH:19][CH:20]=2)=[N:12][CH:11]=1)[C:5](=[O:6])[CH2:4][CH2:3][S:2][CH3:1]. Given the reactants [CH3:1][S:2][CH2:3][CH2:4][C:5](Cl)=[O:6].[CH3:8][NH:9][C:10]1[S:14][C:13]([C:15]2[CH:16]=[N:17][CH:18]=[CH:19][CH:20]=2)=[N:12][CH:11]=1, predict the reaction product. (4) The product is: [C:1]1([CH2:7][CH2:8][CH2:9][CH2:10][CH2:11][CH2:12][CH2:13][NH:14][C:26](=[O:27])[C:25]2[CH:29]=[C:30]([C:36]3[CH:37]=[C:38]([CH3:43])[CH:39]=[C:40]([CH3:42])[CH:41]=3)[C:31]([O:32][CH2:33][O:34][CH3:35])=[C:23]([C:18]3[CH:17]=[C:16]([CH3:15])[CH:21]=[C:20]([CH3:22])[CH:19]=3)[CH:24]=2)[CH:6]=[CH:5][CH:4]=[CH:3][CH:2]=1. Given the reactants [C:1]1([CH2:7][CH2:8][CH2:9][CH2:10][CH2:11][CH2:12][CH2:13][NH2:14])[CH:6]=[CH:5][CH:4]=[CH:3][CH:2]=1.[CH3:15][C:16]1[CH:17]=[C:18]([C:23]2[CH:24]=[C:25]([CH:29]=[C:30]([C:36]3[CH:41]=[C:40]([CH3:42])[CH:39]=[C:38]([CH3:43])[CH:37]=3)[C:31]=2[O:32][CH2:33][O:34][CH3:35])[C:26](O)=[O:27])[CH:19]=[C:20]([CH3:22])[CH:21]=1.C(N(CC)CC)C.ON1C2C=CC=CC=2N=N1.C1CCC(N=C=NC2CCCCC2)CC1, predict the reaction product. (5) Given the reactants [CH3:1][N:2]1[C:6]([C:7](=[N:14][O:15][CH2:16][C:17]2[N:22]=[C:21]([NH:23][C:24](=[O:30])[O:25][C:26]([CH3:29])([CH3:28])[CH3:27])[CH:20]=[CH:19][CH:18]=2)[C:8]2[CH:13]=[CH:12][CH:11]=[CH:10][CH:9]=2)=[N:5][N:4]=[N:3]1.[H-].[Na+].Br[CH2:34][CH2:35][CH:36]1[CH2:41][CH2:40][CH2:39][CH2:38][CH2:37]1.O, predict the reaction product. The product is: [CH:36]1([CH2:35][CH2:34][N:23]([C:21]2[CH:20]=[CH:19][CH:18]=[C:17]([CH2:16][O:15][N:14]=[C:7]([C:6]3[N:2]([CH3:1])[N:3]=[N:4][N:5]=3)[C:8]3[CH:13]=[CH:12][CH:11]=[CH:10][CH:9]=3)[N:22]=2)[C:24](=[O:30])[O:25][C:26]([CH3:27])([CH3:29])[CH3:28])[CH2:41][CH2:40][CH2:39][CH2:38][CH2:37]1. (6) Given the reactants [Cl:1][C:2]1[CH:7]=[CH:6][C:5]([C:8]2[N:9]([C:25]3[CH:30]=[CH:29][CH:28]=[CH:27][C:26]=3[Cl:31])[N:10]=[C:11]3[C:17](=[O:18])[NH:16][CH2:15][CH2:14][N:13](C(=O)C(F)(F)F)[C:12]=23)=[CH:4][CH:3]=1.[H-].[Na+].[F:34][C:35]([F:46])([F:45])[CH2:36]OS(C(F)(F)F)(=O)=O, predict the reaction product. The product is: [Cl:1][C:2]1[CH:7]=[CH:6][C:5]([C:8]2[N:9]([C:25]3[CH:30]=[CH:29][CH:28]=[CH:27][C:26]=3[Cl:31])[N:10]=[C:11]3[C:17](=[O:18])[N:16]([CH2:36][C:35]([F:46])([F:45])[F:34])[CH2:15][CH2:14][NH:13][C:12]=23)=[CH:4][CH:3]=1.